This data is from Forward reaction prediction with 1.9M reactions from USPTO patents (1976-2016). The task is: Predict the product of the given reaction. (1) Given the reactants [S:1]1[CH:5]=[CH:4][N:3]=[C:2]1[NH:6][C:7]([C:9]1[C:17]2[N:16]=[C:15]([C:18]3[CH:19]=[CH:20][C:21]([N:24]4[CH2:29][CH2:28][N:27](C(OC(C)(C)C)=O)[CH2:26][CH2:25]4)=[N:22][CH:23]=3)[NH:14][C:13]=2[CH:12]=[CH:11][CH:10]=1)=[O:8].[ClH:37], predict the reaction product. The product is: [ClH:37].[N:24]1([C:21]2[N:22]=[CH:23][C:18]([C:15]3[NH:14][C:13]4[CH:12]=[CH:11][CH:10]=[C:9]([C:7]([NH:6][C:2]5[S:1][CH:5]=[CH:4][N:3]=5)=[O:8])[C:17]=4[N:16]=3)=[CH:19][CH:20]=2)[CH2:25][CH2:26][NH:27][CH2:28][CH2:29]1. (2) Given the reactants [N:1]([C:4]1[CH:5]=[C:6]([CH:27]=[CH:28][C:29]=1[CH3:30])[C:7]([NH:9][C:10]1[CH:15]=[C:14]([C:16]([CH3:19])([CH3:18])[CH3:17])[CH:13]=[C:12]([NH:20][S:21]([CH3:24])(=[O:23])=[O:22])[C:11]=1[O:25][CH3:26])=[O:8])=[N+:2]=[N-:3].[C:31]([C:33]1[CH:34]=[CH:35][C:36]([O:39][CH3:40])=[N:37][CH:38]=1)#[CH:32], predict the reaction product. The product is: [C:16]([C:14]1[CH:13]=[C:12]([NH:20][S:21]([CH3:24])(=[O:22])=[O:23])[C:11]([O:25][CH3:26])=[C:10]([NH:9][C:7](=[O:8])[C:6]2[CH:27]=[CH:28][C:29]([CH3:30])=[C:4]([N:1]3[CH:32]=[C:31]([C:33]4[CH:38]=[N:37][C:36]([O:39][CH3:40])=[CH:35][CH:34]=4)[N:3]=[N:2]3)[CH:5]=2)[CH:15]=1)([CH3:18])([CH3:19])[CH3:17].